From a dataset of Forward reaction prediction with 1.9M reactions from USPTO patents (1976-2016). Predict the product of the given reaction. (1) Given the reactants [CH2:1]1[C:9]2[C:4](=[CH:5][CH:6]=[CH:7][CH:8]=2)[CH2:3][CH:2]1[NH:10][C:11](=[O:19])OC1C=CC=CC=1.Cl.[CH3:21][S:22]([N:25]1[C:38]2[C:33](=[CH:34][CH:35]=[CH:36][CH:37]=2)[C:27]2([CH2:32][CH2:31][NH:30][CH2:29][CH2:28]2)[CH2:26]1)(=[O:24])=[O:23], predict the reaction product. The product is: [CH2:3]1[C:4]2[C:9](=[CH:8][CH:7]=[CH:6][CH:5]=2)[CH2:1][CH:2]1[NH:10][C:11]([N:30]1[CH2:31][CH2:32][C:27]2([C:33]3[C:38](=[CH:37][CH:36]=[CH:35][CH:34]=3)[N:25]([S:22]([CH3:21])(=[O:23])=[O:24])[CH2:26]2)[CH2:28][CH2:29]1)=[O:19]. (2) Given the reactants [CH:1](=[N:8][C:9]1[CH:17]=[CH:16][CH:15]=[C:14]2[C:10]=1[CH2:11][O:12][C:13]2=[O:18])[C:2]1[CH:7]=[CH:6][CH:5]=[CH:4][CH:3]=1.[CH:19](=O)[CH:20]([CH3:22])[CH3:21].[CH3:24][O-:25].[Na+], predict the reaction product. The product is: [CH:20]([CH:22]1[C:24](=[O:25])[C:10]2[C:14]([C:13]([O:12][CH3:11])=[O:18])=[CH:15][CH:16]=[CH:17][C:9]=2[NH:8][CH:1]1[C:2]1[CH:7]=[CH:6][CH:5]=[CH:4][CH:3]=1)([CH3:21])[CH3:19]. (3) Given the reactants F[C:2]1[CH:3]=[C:4]([C:19]([C:21]2[CH:26]=[CH:25][CH:24]=[CH:23][CH:22]=2)=[O:20])[CH:5]=[C:6](F)[C:7]=1[N:8]1[CH2:13][CH2:12][N:11]2[CH2:14][CH2:15][CH2:16][CH2:17][C@@H:10]2[CH2:9]1.[F:27]C1C=CC(C(C2C=CC(F)=CC=2)=O)=CC=1, predict the reaction product. The product is: [F:27][C:24]1[CH:23]=[CH:22][C:21]([C:19]([C:4]2[CH:5]=[CH:6][C:7]([N:8]3[CH2:13][CH2:12][N:11]4[CH2:14][CH2:15][CH2:16][CH2:17][C@@H:10]4[CH2:9]3)=[CH:2][CH:3]=2)=[O:20])=[CH:26][CH:25]=1. (4) The product is: [CH3:39][O:42][CH2:25][CH2:24][S:23][C:20]1[CH:19]=[C:18]([O:30][C:31]2[C:32]([CH3:37])=[N:33][CH:34]=[CH:35][CH:36]=2)[C:17]([NH:16][C:14]2[S:13][N:12]=[C:11]([C@H:2]3[CH2:3][O:4][C:5]4([CH2:6][CH2:7][CH2:8][CH2:9][CH2:10]4)[O:1]3)[N:15]=2)=[N:22][CH:21]=1. Given the reactants [O:1]1[C:5]2([CH2:10][CH2:9][CH2:8][CH2:7][CH2:6]2)[O:4][CH2:3][C@@H:2]1[C:11]1[N:15]=[C:14]([NH:16][C:17]2[N:22]=[CH:21][C:20]([S:23][CH2:24][CH2:25]C(OC)=O)=[CH:19][C:18]=2[O:30][C:31]2[C:32]([CH3:37])=[N:33][CH:34]=[CH:35][CH:36]=2)[S:13][N:12]=1.C[C:39]([O-:42])(C)C.[K+].BrCCOC, predict the reaction product. (5) Given the reactants [CH3:1][O:2][C:3]1[C:31]2[C:14]3[S:15][C:16]([C:18](=O)[CH2:19][CH2:20][CH2:21][CH2:22][CH2:23][CH2:24][CH2:25][CH2:26][CH2:27][CH2:28][CH3:29])=[CH:17][C:13]=3[CH:12]=[C:11]([O:32][CH3:33])[C:10]=2[C:6]2[S:7][CH:8]=[CH:9][C:5]=2[CH:4]=1.[OH-].[K+].[H-].NN.ClCCl, predict the reaction product. The product is: [CH2:18]([C:16]1[S:15][C:14]2[C:31]3[C:3]([O:2][CH3:1])=[CH:4][C:5]4[CH:9]=[CH:8][S:7][C:6]=4[C:10]=3[C:11]([O:32][CH3:33])=[CH:12][C:13]=2[CH:17]=1)[CH2:19][CH2:20][CH2:21][CH2:22][CH2:23][CH2:24][CH2:25][CH2:26][CH2:27][CH2:28][CH3:29]. (6) Given the reactants [Cl:1][C:2]1[N:7]=[C:6]([C:8]([NH2:10])=[O:9])[CH:5]=[C:4](Cl)[N:3]=1.Cl.[CH3:13][NH2:14], predict the reaction product. The product is: [Cl:1][C:2]1[N:7]=[C:6]([C:8]([NH2:10])=[O:9])[CH:5]=[C:4]([NH:14][CH3:13])[N:3]=1. (7) The product is: [F:48][C:10]1([F:9])[CH:15]([O:16][C:17]2[CH:24]=[CH:23][C:22]([C:25]3[N:30]=[C:29]([NH:31][C:32]4[CH:37]=[CH:36][C:35]([N:38]5[CH2:43][CH2:42][N:41]([CH:44]6[CH2:45][O:46][CH2:47]6)[CH2:40][CH2:39]5)=[CH:34][CH:33]=4)[N:28]=[CH:27][N:26]=3)=[CH:21][C:18]=2[C:19]#[N:20])[CH2:14][CH2:13][N:12]([C:6]([C:2]2[NH:1][CH:5]=[CH:4][N:3]=2)=[O:8])[CH2:11]1. Given the reactants [NH:1]1[CH:5]=[CH:4][N:3]=[C:2]1[C:6]([OH:8])=O.[F:9][C:10]1([F:48])[CH:15]([O:16][C:17]2[CH:24]=[CH:23][C:22]([C:25]3[N:30]=[C:29]([NH:31][C:32]4[CH:37]=[CH:36][C:35]([N:38]5[CH2:43][CH2:42][N:41]([CH:44]6[CH2:47][O:46][CH2:45]6)[CH2:40][CH2:39]5)=[CH:34][CH:33]=4)[N:28]=[CH:27][N:26]=3)=[CH:21][C:18]=2[C:19]#[N:20])[CH2:14][CH2:13][NH:12][CH2:11]1, predict the reaction product. (8) Given the reactants [Cl-].[Al+3].[Cl-].[Cl-].[Cl:5][C:6]1[CH:13]=[CH:12][C:9]([C:10]#[N:11])=[CH:8][CH:7]=1.[CH3:14][S:15][C:16]1[CH:22]=[CH:21][C:19]([NH2:20])=[CH:18][CH:17]=1, predict the reaction product. The product is: [Cl:5][C:6]1[CH:13]=[CH:12][C:9]([C:10](=[NH:11])[NH:20][C:19]2[CH:21]=[CH:22][C:16]([S:15][CH3:14])=[CH:17][CH:18]=2)=[CH:8][CH:7]=1. (9) Given the reactants [Br:1][CH2:2][C:3](Br)=[O:4].FC(F)(F)C(O)=O.[CH3:13][CH:14]([O:16][C:17]1[CH:24]=[CH:23][C:22]([C:25]2[O:29][N:28]=[C:27]([C:30]3[C:31]([CH3:40])=[C:32]4[C:37](=[CH:38][CH:39]=3)[CH2:36][NH:35][CH2:34][CH2:33]4)[N:26]=2)=[CH:21][C:18]=1[C:19]#[N:20])[CH3:15].CCN(C(C)C)C(C)C, predict the reaction product. The product is: [Br:1][CH2:2][C:3]([N:35]1[CH2:34][CH2:33][C:32]2[C:37](=[CH:38][CH:39]=[C:30]([C:27]3[N:26]=[C:25]([C:22]4[CH:23]=[CH:24][C:17]([O:16][CH:14]([CH3:15])[CH3:13])=[C:18]([CH:21]=4)[C:19]#[N:20])[O:29][N:28]=3)[C:31]=2[CH3:40])[CH2:36]1)=[O:4]. (10) Given the reactants [S:1]1[C:5]2[CH:6]=[CH:7][CH:8]=[CH:9][C:4]=2[C:3]([C:10]([NH2:12])=O)=[N:2]1, predict the reaction product. The product is: [S:1]1[C:5]2[CH:6]=[CH:7][CH:8]=[CH:9][C:4]=2[C:3]([C:10]#[N:12])=[N:2]1.